From a dataset of NCI-60 drug combinations with 297,098 pairs across 59 cell lines. Regression. Given two drug SMILES strings and cell line genomic features, predict the synergy score measuring deviation from expected non-interaction effect. (1) Drug 1: CC1=C(C(CCC1)(C)C)C=CC(=CC=CC(=CC(=O)O)C)C. Drug 2: CC1=C2C(C(=O)C3(C(CC4C(C3C(C(C2(C)C)(CC1OC(=O)C(C(C5=CC=CC=C5)NC(=O)OC(C)(C)C)O)O)OC(=O)C6=CC=CC=C6)(CO4)OC(=O)C)O)C)O. Cell line: U251. Synergy scores: CSS=18.1, Synergy_ZIP=20.1, Synergy_Bliss=22.3, Synergy_Loewe=11.7, Synergy_HSA=16.8. (2) Drug 1: CC1=C(C=C(C=C1)NC2=NC=CC(=N2)N(C)C3=CC4=NN(C(=C4C=C3)C)C)S(=O)(=O)N.Cl. Drug 2: CC(CN1CC(=O)NC(=O)C1)N2CC(=O)NC(=O)C2. Cell line: NCIH23. Synergy scores: CSS=13.6, Synergy_ZIP=-4.87, Synergy_Bliss=-0.274, Synergy_Loewe=-3.36, Synergy_HSA=-0.302. (3) Drug 1: C1C(C(OC1N2C=NC3=C(N=C(N=C32)Cl)N)CO)O. Drug 2: C1CN(CCN1C(=O)CCBr)C(=O)CCBr. Cell line: PC-3. Synergy scores: CSS=16.8, Synergy_ZIP=-5.61, Synergy_Bliss=0.783, Synergy_Loewe=1.17, Synergy_HSA=1.71. (4) Cell line: UO-31. Synergy scores: CSS=17.8, Synergy_ZIP=-11.6, Synergy_Bliss=-5.09, Synergy_Loewe=-8.25, Synergy_HSA=-3.95. Drug 1: C1=CC(=CC=C1CCC2=CNC3=C2C(=O)NC(=N3)N)C(=O)NC(CCC(=O)O)C(=O)O. Drug 2: CC12CCC3C(C1CCC2O)C(CC4=C3C=CC(=C4)O)CCCCCCCCCS(=O)CCCC(C(F)(F)F)(F)F.